Dataset: Full USPTO retrosynthesis dataset with 1.9M reactions from patents (1976-2016). Task: Predict the reactants needed to synthesize the given product. (1) Given the product [CH:5]([N:4]1[C:1]([CH3:3])=[CH:2][CH:18]=[C:12]([C:11]([O:10][CH2:8][CH3:9])=[O:22])[C:13]1=[O:14])([CH3:7])[CH3:6], predict the reactants needed to synthesize it. The reactants are: [CH:1]([N:4]=[C:5]([CH3:7])[CH3:6])([CH3:3])[CH3:2].[CH2:8]([O:10][C:11](=[O:22])[C:12](=[CH:18]OCC)[C:13](OCC)=[O:14])[CH3:9]. (2) Given the product [CH2:1]([O:3][C:4]([C:6]1[C:10]([O:11][CH2:12][CH2:13][NH:32][CH2:31][C:30]([F:34])([F:33])[F:29])=[C:9]([C:15]2[CH:16]=[CH:17][C:18]([Cl:21])=[CH:19][CH:20]=2)[N:8]([C:22]2[CH:27]=[CH:26][CH:25]=[CH:24][C:23]=2[Cl:28])[N:7]=1)=[O:5])[CH3:2], predict the reactants needed to synthesize it. The reactants are: [CH2:1]([O:3][C:4]([C:6]1[C:10]([O:11][CH2:12][CH:13]=O)=[C:9]([C:15]2[CH:20]=[CH:19][C:18]([Cl:21])=[CH:17][CH:16]=2)[N:8]([C:22]2[CH:27]=[CH:26][CH:25]=[CH:24][C:23]=2[Cl:28])[N:7]=1)=[O:5])[CH3:2].[F:29][C:30]([F:34])([F:33])[CH2:31][NH2:32].C(O[BH-](OC(=O)C)OC(=O)C)(=O)C.[Na+].C(O)(=O)C. (3) Given the product [C:1]([C:4]1[C:12]2[C:7](=[CH:8][C:9]([O:15][CH3:16])=[C:10]([O:13][CH3:14])[CH:11]=2)[N:6]([CH2:17][C:18]([OH:20])=[O:19])[N:5]=1)(=[O:3])[CH3:2], predict the reactants needed to synthesize it. The reactants are: [C:1]([C:4]1[C:12]2[C:7](=[CH:8][C:9]([O:15][CH3:16])=[C:10]([O:13][CH3:14])[CH:11]=2)[N:6]([CH2:17][C:18]([O:20]C(C)(C)C)=[O:19])[N:5]=1)(=[O:3])[CH3:2].C(C1C2C(=CC=C(OC(F)(F)F)C=2)N(CC(O)=O)C=1)(=O)C. (4) Given the product [NH2:1][C:2]1[C:10]([F:11])=[CH:9][C:5]([C:6]([NH:21][C@@H:18]2[CH2:19][CH2:20][N:16]([CH3:15])[CH2:17]2)=[O:8])=[C:4]([F:12])[CH:3]=1, predict the reactants needed to synthesize it. The reactants are: [NH2:1][C:2]1[C:10]([F:11])=[CH:9][C:5]([C:6]([OH:8])=O)=[C:4]([F:12])[CH:3]=1.Cl.Cl.[CH3:15][N:16]1[CH2:20][CH2:19][C@@H:18]([NH2:21])[CH2:17]1.CN(C(ON1N=NC2C=CC=NC1=2)=[N+](C)C)C.F[P-](F)(F)(F)(F)F.CCN(C(C)C)C(C)C. (5) Given the product [Cl:11][C:12]1[C:21]2[C:16](=[CH:17][C:18]([O:24][CH2:2][CH2:3][CH2:4][N:5]3[CH2:10][CH2:9][O:8][CH2:7][CH2:6]3)=[C:19]([O:22][CH3:23])[CH:20]=2)[N:15]=[N:14][CH:13]=1, predict the reactants needed to synthesize it. The reactants are: Cl[CH2:2][CH2:3][CH2:4][N:5]1[CH2:10][CH2:9][O:8][CH2:7][CH2:6]1.[Cl:11][C:12]1[C:21]2[C:16](=[CH:17][C:18]([OH:24])=[C:19]([O:22][CH3:23])[CH:20]=2)[N:15]=[N:14][CH:13]=1.C(=O)([O-])[O-].[K+].[K+].[I-].[K+].Cl.